This data is from Forward reaction prediction with 1.9M reactions from USPTO patents (1976-2016). The task is: Predict the product of the given reaction. (1) Given the reactants N1C2OCC(N)C=2C=CN=1.CO[N:13]=[C:14]1[C:22]2[C:17](=[C:18]([CH:23]3[CH2:25][CH2:24]3)[N:19]=[CH:20][CH:21]=2)[O:16][CH2:15]1, predict the reaction product. The product is: [CH:23]1([C:18]2[N:19]=[CH:20][CH:21]=[C:22]3[CH:14]([NH2:13])[CH2:15][O:16][C:17]=23)[CH2:25][CH2:24]1. (2) Given the reactants [C:1]([C:3]1[CH:4]=[C:5]([C:16](=[O:25])[C:17]2[CH:22]=[CH:21][C:20]([CH2:23]Br)=[CH:19][CH:18]=2)[N:6]2[C:15]3[C:10](=[CH:11][CH:12]=[CH:13][CH:14]=3)[CH:9]=[CH:8][C:7]=12)#[N:2].C(C1C=[C:30](C(=O)C2C=CC(C)=CC=2)[N:31]2C3C(=CC=CC=3)C=C[C:32]=12)#N, predict the reaction product. The product is: [C:1]([C:3]1[CH:4]=[C:5]([C:16](=[O:25])[C:17]2[CH:22]=[CH:21][C:20]([CH2:23][N:31]([CH3:32])[CH3:30])=[CH:19][CH:18]=2)[N:6]2[C:15]3[C:10](=[CH:11][CH:12]=[CH:13][CH:14]=3)[CH:9]=[CH:8][C:7]=12)#[N:2]. (3) Given the reactants C([O:8][C:9]1[CH:10]=[C:11]([C:15]2[N:20]=[C:19]([N:21]3[CH2:26][CH2:25][O:24][CH2:23][C:22]3=[O:27])[C:18]([N+:28]([O-])=O)=[C:17](/[CH:31]=[CH:32]/N(C)C)[N:16]=2)[CH:12]=[CH:13][CH:14]=1)C1C=CC=CC=1, predict the reaction product. The product is: [OH:8][C:9]1[CH:10]=[C:11]([C:15]2[N:20]=[C:19]([N:21]3[CH2:26][CH2:25][O:24][CH2:23][C:22]3=[O:27])[C:18]3[NH:28][CH:32]=[CH:31][C:17]=3[N:16]=2)[CH:12]=[CH:13][CH:14]=1. (4) The product is: [CH:6]([C:5]1[CH:8]=[CH:9][C:2]([O:1][S:14]([C:13]([F:26])([F:25])[F:12])(=[O:16])=[O:15])=[C:3]([O:10][CH3:11])[CH:4]=1)=[O:7]. Given the reactants [OH:1][C:2]1[CH:9]=[CH:8][C:5]([CH:6]=[O:7])=[CH:4][C:3]=1[O:10][CH3:11].[F:12][C:13]([F:26])([F:25])[S:14](O[S:14]([C:13]([F:26])([F:25])[F:12])(=[O:16])=[O:15])(=[O:16])=[O:15], predict the reaction product.